Predict the product of the given reaction. From a dataset of Forward reaction prediction with 1.9M reactions from USPTO patents (1976-2016). (1) The product is: [NH2:8][C:5]1[CH:6]=[CH:7][C:2]([F:1])=[C:3]([CH2:11][OH:12])[CH:4]=1. Given the reactants [F:1][C:2]1[CH:7]=[CH:6][C:5]([N+:8]([O-])=O)=[CH:4][C:3]=1[CH2:11][OH:12], predict the reaction product. (2) Given the reactants [ClH:1].[OH:2][CH:3]([CH2:18][O:19][C:20]1[C:29]2[C:24](=[CH:25][CH:26]=[CH:27][CH:28]=2)C=[CH:22][CH:21]=1)[CH2:4][NH:5][C:6]([CH3:17])([CH3:16])[CH2:7][C:8]1[CH:13]=[CH:12][C:11]([O:14][CH3:15])=[CH:10][CH:9]=1.Cl.OC(COC1C=CC(OC)=CC=1)CNC(C)(C)CC1C=CC(OC)=CC=1, predict the reaction product. The product is: [ClH:1].[OH:2][CH:3]([CH2:18][O:19][C:20]1[CH:21]=[CH:22][C:25]([CH2:26][CH2:27][CH3:28])=[CH:24][CH:29]=1)[CH2:4][NH:5][C:6]([CH3:17])([CH3:16])[CH2:7][C:8]1[CH:9]=[CH:10][C:11]([O:14][CH3:15])=[CH:12][CH:13]=1.